This data is from Full USPTO retrosynthesis dataset with 1.9M reactions from patents (1976-2016). The task is: Predict the reactants needed to synthesize the given product. (1) The reactants are: [CH2:1]([O:8][C:9]1[C:14]([CH2:15][N:16]2[CH2:25][CH2:24][C:23]3[C:18](=[C:19]([Cl:36])[C:20]([CH:27]([CH:31]4[CH2:35][CH2:34][O:33][CH2:32]4)[C:28]([OH:30])=[O:29])=[CH:21][C:22]=3[Cl:26])[C:17]2=[O:37])=[C:13]([CH3:38])[CH:12]=[C:11]([CH3:39])[N:10]=1)[C:2]1[CH:7]=[CH:6][CH:5]=[CH:4][CH:3]=1.[C:40](=O)([O-])[O-].[K+].[K+].IC. Given the product [CH2:1]([O:8][C:9]1[C:14]([CH2:15][N:16]2[CH2:25][CH2:24][C:23]3[C:18](=[C:19]([Cl:36])[C:20]([CH:27]([CH:31]4[CH2:35][CH2:34][O:33][CH2:32]4)[C:28]([O:30][CH3:40])=[O:29])=[CH:21][C:22]=3[Cl:26])[C:17]2=[O:37])=[C:13]([CH3:38])[CH:12]=[C:11]([CH3:39])[N:10]=1)[C:2]1[CH:7]=[CH:6][CH:5]=[CH:4][CH:3]=1, predict the reactants needed to synthesize it. (2) Given the product [F:21][C:4]1[C:5]2[C:10](=[CH:9][C:8]([C:13]3[CH:18]=[CH:17][C:16]([OH:19])=[CH:15][CH:14]=3)=[CH:7][CH:6]=2)[CH:11]=[CH:12][C:3]=1[OH:2], predict the reactants needed to synthesize it. The reactants are: C[O:2][C:3]1[CH:12]=[CH:11][C:10]2[C:5](=[CH:6][CH:7]=[C:8]([C:13]3[CH:18]=[CH:17][C:16]([O:19]C)=[CH:15][CH:14]=3)[CH:9]=2)[C:4]=1[F:21].B(Br)(Br)Br. (3) Given the product [NH2:12][C:13]1[N:14]=[C:15]([N:24]2[CH2:25][CH2:26][N:27]([C:30](=[O:40])[CH2:31][O:32][C:33]3[CH:38]=[CH:37][C:36]([Cl:39])=[CH:35][CH:34]=3)[CH2:28][CH2:29]2)[C:16]2[N:22]=[C:21]([C:4]3[CH:5]=[CH:6][C:7]([F:8])=[C:2]([Cl:1])[CH:3]=3)[CH:20]=[CH:19][C:17]=2[N:18]=1, predict the reactants needed to synthesize it. The reactants are: [Cl:1][C:2]1[CH:3]=[C:4](B(O)O)[CH:5]=[CH:6][C:7]=1[F:8].[NH2:12][C:13]1[N:14]=[C:15]([N:24]2[CH2:29][CH2:28][N:27]([C:30](=[O:40])[CH2:31][O:32][C:33]3[CH:38]=[CH:37][C:36]([Cl:39])=[CH:35][CH:34]=3)[CH2:26][CH2:25]2)[C:16]2[N:22]=[C:21](Cl)[CH:20]=[CH:19][C:17]=2[N:18]=1. (4) Given the product [CH:21]1([NH:20][C:48]([C:47]2[CH:46]=[N:45][N:42]3[CH:43]=[CH:44][C:39]([N:35]4[CH2:36][CH2:37][CH2:38][CH:34]4[C:33]4[C:28]([CH2:26][CH3:27])=[N:29][CH:30]=[C:31]([F:51])[CH:32]=4)=[N:40][C:41]=23)=[O:49])[CH2:22][CH2:23]1, predict the reactants needed to synthesize it. The reactants are: FC1C=[C:22]([C@H:23]2CCCN2C2C=CN3[N:20]=[CH:21][C:22]([C:23](O)=O)=C3N=2)[C:21](C)=[N:20]C=1.[CH2:26]([C:28]1[C:33]([C@H:34]2[CH2:38][CH2:37][CH2:36][N:35]2[C:39]2[CH:44]=[CH:43][N:42]3[N:45]=[CH:46][C:47]([C:48](O)=[O:49])=[C:41]3[N:40]=2)=[CH:32][C:31]([F:51])=[CH:30][N:29]=1)[CH3:27].CCN=C=NCCCN(C)C.C1C=CC2N(O)N=NC=2C=1. (5) Given the product [C:29]1([C:32]2[CH:37]=[CH:36][CH:35]=[CH:34][CH:33]=2)[CH:28]=[CH:27][C:26]([C:19]2[O:20][C:21]([C:22]([F:25])([F:24])[F:23])=[C:17]([CH2:16][CH2:15][O:14][C:11]3[CH:12]=[CH:13][C:8]([O:7][C:4]([CH3:6])([CH3:5])[C:3]([OH:38])=[O:2])=[CH:9][CH:10]=3)[N:18]=2)=[CH:31][CH:30]=1, predict the reactants needed to synthesize it. The reactants are: C[O:2][C:3](=[O:38])[C:4]([O:7][C:8]1[CH:13]=[CH:12][C:11]([O:14][CH2:15][CH2:16][C:17]2[N:18]=[C:19]([C:26]3[CH:31]=[CH:30][C:29]([C:32]4[CH:37]=[CH:36][CH:35]=[CH:34][CH:33]=4)=[CH:28][CH:27]=3)[O:20][C:21]=2[C:22]([F:25])([F:24])[F:23])=[CH:10][CH:9]=1)([CH3:6])[CH3:5].[OH-].[Na+].Cl.